Predict the reactants needed to synthesize the given product. From a dataset of Full USPTO retrosynthesis dataset with 1.9M reactions from patents (1976-2016). Given the product [F:1][C:2]1[CH:3]=[C:4]([C:8]2[C:9]([O:23][CH3:24])=[C:10]([C:19]([O:21][CH3:22])=[O:20])[C:11]3[N:12]=[CH:13][C:14]([O:18][S:32]([C:35]([F:38])([F:37])[F:36])(=[O:34])=[O:33])=[N:15][C:16]=3[CH:17]=2)[CH:5]=[CH:6][CH:7]=1, predict the reactants needed to synthesize it. The reactants are: [F:1][C:2]1[CH:3]=[C:4]([C:8]2[C:9]([O:23][CH3:24])=[C:10]([C:19]([O:21][CH3:22])=[O:20])[C:11]3[N:12]=[CH:13][C:14](=[O:18])[NH:15][C:16]=3[CH:17]=2)[CH:5]=[CH:6][CH:7]=1.C(N(CC)CC)C.[S:32](O[S:32]([C:35]([F:38])([F:37])[F:36])(=[O:34])=[O:33])([C:35]([F:38])([F:37])[F:36])(=[O:34])=[O:33].